This data is from Full USPTO retrosynthesis dataset with 1.9M reactions from patents (1976-2016). The task is: Predict the reactants needed to synthesize the given product. (1) Given the product [OH:21][CH2:20][CH2:19][CH2:18][N:8]1[C:9](=[O:17])[C:10]2[N:11]([CH2:12][CH2:13][CH:14]([CH3:15])[CH3:16])[C:3]([O:35][CH:32]([CH3:34])[CH3:33])=[N:4][C:5]=2[N:6]([CH3:30])[C:7]1=[O:29], predict the reactants needed to synthesize it. The reactants are: [Na].Br[C:3]1[N:11]([CH2:12][CH2:13][CH:14]([CH3:16])[CH3:15])[C:10]2[C:9](=[O:17])[N:8]([CH2:18][CH2:19][CH2:20][O:21][Si](C(C)(C)C)(C)C)[C:7](=[O:29])[N:6]([CH3:30])[C:5]=2[N:4]=1.Cl.[CH:32]([OH:35])([CH3:34])[CH3:33]. (2) Given the product [CH2:17]([O:16][C:14]([C:13]1[O:2][C:3]2[C:4]([C:10](=[O:12])[CH:11]=1)=[CH:5][CH:6]=[C:7]([OH:9])[CH:8]=2)=[O:15])[CH3:18], predict the reactants needed to synthesize it. The reactants are: [Na].[OH:2][C:3]1[CH:8]=[C:7]([OH:9])[CH:6]=[CH:5][C:4]=1[C:10](=[O:12])[CH3:11].[C:13](OCC)(=O)[C:14]([O:16][CH2:17][CH3:18])=[O:15].Cl.